Dataset: Reaction yield outcomes from USPTO patents with 853,638 reactions. Task: Predict the reaction yield, written as a fraction of the theoretical maximum amount of product (1.0 means a 100% yield; for example, 0.34 means a 34% yield). The reactants are [CH3:1][S:2]([NH:5][CH2:6][C:7]1[CH:15]=[CH:14][C:10]([C:11]([OH:13])=O)=[CH:9][CH:8]=1)(=[O:4])=[O:3].Cl.[CH2:17]([O:19][CH2:20][C@H:21]1[CH2:26][CH2:25][CH2:24][N:23]([CH2:27][C@H:28]2[CH2:33][CH2:32][CH2:31][CH2:30][C@@H:29]2[NH2:34])[CH2:22]1)[CH3:18].C(N(C(C)C)CC)(C)C.CN(C(ON1N=NC2C=CC=NC1=2)=[N+](C)C)C.F[P-](F)(F)(F)(F)F. The catalyst is CN(C=O)C. The product is [CH2:17]([O:19][CH2:20][C@H:21]1[CH2:26][CH2:25][CH2:24][N:23]([CH2:27][C@H:28]2[CH2:33][CH2:32][CH2:31][CH2:30][C@@H:29]2[NH:34][C:11](=[O:13])[C:10]2[CH:9]=[CH:8][C:7]([CH2:6][NH:5][S:2]([CH3:1])(=[O:3])=[O:4])=[CH:15][CH:14]=2)[CH2:22]1)[CH3:18]. The yield is 0.310.